From a dataset of Forward reaction prediction with 1.9M reactions from USPTO patents (1976-2016). Predict the product of the given reaction. Given the reactants [CH3:1][C:2]1[CH:11]=[CH:10][C:5]([C:6]([O:8][CH3:9])=[O:7])=[CH:4][N:3]=1.Cl.[H][H], predict the reaction product. The product is: [CH3:1][CH:2]1[NH:3][CH2:4][CH:5]([C:6]([O:8][CH3:9])=[O:7])[CH2:10][CH2:11]1.